From a dataset of Forward reaction prediction with 1.9M reactions from USPTO patents (1976-2016). Predict the product of the given reaction. (1) The product is: [CH3:31][O:32][C:21](=[O:38])[C:22]1[CH:23]=[CH:24][CH:25]=[CH:26][C:27]=1[O:8][C:5]1[N:6]=[CH:7][C:2]([Br:1])=[CH:3][N:4]=1. Given the reactants [Br:1][C:2]1[CH:3]=[N:4][C:5]([O:8]N2C3=NC=CC=C3N=N2)=[N:6][CH:7]=1.C([CH2:21][C:22]1[CH:27]=[CH:26][CH:25]=[CH:24][C:23]=1B(O)O)(O)=O.[C:31]([O-])([O-])=[O:32].[Cs+].[Cs+].C[O:38]CCOC, predict the reaction product. (2) Given the reactants Cl.[CH:2]1([CH2:5][O:6][C:7]2[CH:15]=[CH:14][C:10]3[O:11][CH2:12][O:13][C:9]=3[C:8]=2[C:16]2[C:17]3[NH:24][C:23]([CH3:25])=[C:22]([C:26]([NH:28][C@@H:29]4[CH2:33][CH2:32][NH:31][CH2:30]4)=[O:27])[C:18]=3[N:19]=[CH:20][N:21]=2)[CH2:4][CH2:3]1.[C:34](Cl)(=[O:37])[CH2:35][CH3:36], predict the reaction product. The product is: [CH:2]1([CH2:5][O:6][C:7]2[CH:15]=[CH:14][C:10]3[O:11][CH2:12][O:13][C:9]=3[C:8]=2[C:16]2[C:17]3[NH:24][C:23]([CH3:25])=[C:22]([C:26]([NH:28][C@@H:29]4[CH2:33][CH2:32][N:31]([C:34](=[O:37])[CH2:35][CH3:36])[CH2:30]4)=[O:27])[C:18]=3[N:19]=[CH:20][N:21]=2)[CH2:4][CH2:3]1.